From a dataset of Ames mutagenicity test results for genotoxicity prediction. Regression/Classification. Given a drug SMILES string, predict its toxicity properties. Task type varies by dataset: regression for continuous values (e.g., LD50, hERG inhibition percentage) or binary classification for toxic/non-toxic outcomes (e.g., AMES mutagenicity, cardiotoxicity, hepatotoxicity). Dataset: ames. (1) The molecule is O=Nc1ccc(NO)cc1. The result is 1 (mutagenic). (2) The drug is Cc1ccc(S(=O)(=O)NC2CCCCC2)cc1. The result is 0 (non-mutagenic). (3) The drug is O=[N+]([O-])c1ccc2c3c(cccc13)-c1cc(O)ccc1-2. The result is 1 (mutagenic). (4) The compound is c1ccc([C@H]2N[C@@H]2c2ccccc2)cc1. The result is 1 (mutagenic). (5) The compound is CC(C)(C)C(=O)C1C(=O)c2ccccc2C1=O. The result is 0 (non-mutagenic). (6) The compound is CNC(=O)ON(C(C)=O)C(=O)NC. The result is 1 (mutagenic). (7) The compound is CC1CCCC2(C)CCCCC12O. The result is 0 (non-mutagenic). (8) The molecule is OCC(CO)NC1CC(O)(CO)C(O)C(O)C1O. The result is 0 (non-mutagenic). (9) The drug is O=C1OC(=C(Cl)Cl)C=C1Cl. The result is 1 (mutagenic).